From a dataset of Forward reaction prediction with 1.9M reactions from USPTO patents (1976-2016). Predict the product of the given reaction. Given the reactants F[C:2]1[CH:7]=[CH:6][C:5]([N+:8]([O-:10])=[O:9])=[C:4]([O:11][CH2:12][CH2:13][C:14]2[CH:19]=[CH:18][CH:17]=[C:16]([C:20]([F:23])([F:22])[F:21])[CH:15]=2)[CH:3]=1.[CH3:24][O:25][CH2:26][CH2:27][NH:28][CH3:29].O, predict the reaction product. The product is: [CH3:24][O:25][CH2:26][CH2:27][N:28]([CH3:29])[C:2]1[CH:7]=[CH:6][C:5]([N+:8]([O-:10])=[O:9])=[C:4]([O:11][CH2:12][CH2:13][C:14]2[CH:19]=[CH:18][CH:17]=[C:16]([C:20]([F:23])([F:22])[F:21])[CH:15]=2)[CH:3]=1.